Dataset: Experimentally validated miRNA-target interactions with 360,000+ pairs, plus equal number of negative samples. Task: Binary Classification. Given a miRNA mature sequence and a target amino acid sequence, predict their likelihood of interaction. (1) The miRNA is hsa-miR-4274 with sequence CAGCAGUCCCUCCCCCUG. The protein sequence of the target gene is MGAVLGVFSLASWVPCLCSGASCLLCSCCPNSKNSTVTRLIYAFILLLSTVVSYIMQRKEMETYLKKIPGFCEGGFKIHEADINADKDCDVLVGYKAVYRISFAMAIFFFVFSLLMFKVKTSKDLRAAVHNGFWFFKIAALIGIMVGSFYIPGGYFSSVWFVVGMIGAALFILIQLVLLVDFAHSWNESWVNRMEEGNPRLWYAALLSFTSAFYILSIICVGLLYTYYTKPDGCTENKFFISINLILCVVASIISIHPKIQEHQPRSGLLQSSLITLYTMYLTWSAMSNEPDRSCNPNLM.... Result: 1 (interaction). (2) The miRNA is hsa-let-7i-5p with sequence UGAGGUAGUAGUUUGUGCUGUU. The protein sequence of the target gene is MSGVRAVRISIESACEKQVQEVGLDGTETYLQPLSMSQNLARLAQRIDFSQGSGSEEEEAAGPDGDAPDWGGAGADQDDEEGLVKFQPSLWPWDSVRNNLRSALTEMCVLYDVLSIVRDKKFMTLDPVSQDALPPKQSPQTLQLISKKKSLAGAAQILLKGAERLTKSVAENQENKLQRDFNSELLRLRQHWKLRKVGDKILGDLSYRSAGSLFPHHGTFEVIKNTDIDLDKKIPEDYCPLDVQIPSDLEGSAYIKVSIQKQAPDIGDLGTVNLFKRPLPKSKPGSPHWQTKLEAAQNVL.... Result: 0 (no interaction). (3) The miRNA is hsa-miR-15b-5p with sequence UAGCAGCACAUCAUGGUUUACA. The protein sequence of the target gene is MSFSEMNRRTLAFRGGGLVTASGGGSTNNNAGGEASAWPPQPQPRQPPPPAPPALQPPNGRGADEEVELEGLEPQDLEASAGPAAGAAEEAKELLLPQDAGGPTSLGGGAGGPLLAERNRRTLAFRGGGGGGLGNNGSSRGRPETSVWPLRHFNGRGPATVDLELDALEGKELMQDGASLSDSTEDEEEGASLGDGSGAEGGSCSSSRRSGGDGGDEVEGSGVGAGEGETVQHFPLARPKSLMQKLQCSFQTSWLKDFPWLRYSKDTGLMSCGWCQKTPADGGSVDLPPVGHDELSRGTR.... Result: 1 (interaction). (4) The miRNA is hsa-miR-603 with sequence CACACACUGCAAUUACUUUUGC. The protein sequence of the target gene is MCKDYVYDKDIEQIAKEEQGEALKLQASTSTEVSHQQCSVPGLGEKFPTWETTKPELELLGHNPRRRRITSSFTIGLRGLINLGNTCFMNCIVQALTHTPILRDFFLSDRHRCEMPSPELCLVCEMSSLFRELYSGNPSPHVPYKLLHLVWIHARHLAGYRQQDAHEFLIAALDVLHRHCKGDDVGKAANNPNHCNCIIDQIFTGGLQSDVTCQACHGVSTTIDPCWDISLDLPGSCTSFWPMSPGRESSVNGESHIPGITTLTDCLRRFTRPEHLGSSAKIKCGSCQSYQESTKQLTMN.... Result: 1 (interaction).